This data is from Full USPTO retrosynthesis dataset with 1.9M reactions from patents (1976-2016). The task is: Predict the reactants needed to synthesize the given product. (1) Given the product [N:21]1([C:19]2[N:20]=[C:15]([N:14]3[C:8]4[CH:7]=[C:6]([C:4]5[CH:3]=[N:2][N:1]([CH2:46][CH:47]6[CH2:50][O:49][CH2:48]6)[CH:5]=5)[N:11]=[CH:10][C:9]=4[CH:12]=[N:13]3)[CH:16]=[CH:17][CH:18]=2)[CH2:27][CH2:26][CH2:25][NH:24][CH2:23][CH2:22]1, predict the reactants needed to synthesize it. The reactants are: [NH:1]1[CH:5]=[C:4]([C:6]2[N:11]=[CH:10][C:9]3[CH:12]=[N:13][N:14]([C:15]4[N:20]=[C:19]([N:21]5[CH2:27][CH2:26][CH2:25][N:24](C(OC(C)(C)C)=O)[CH2:23][CH2:22]5)[CH:18]=[CH:17][CH:16]=4)[C:8]=3[CH:7]=2)[CH:3]=[N:2]1.CC1C=CC(S(O[CH2:46][CH:47]2[CH2:50][O:49][CH2:48]2)(=O)=O)=CC=1. (2) Given the product [C:14]([C:7]1[C:6]2[C:11](=[CH:12][C:3]([N:2]([CH3:16])[CH3:1])=[CH:4][CH:5]=2)[O:10][C:9](=[O:13])[CH:8]=1)(=[O:17])[CH3:15], predict the reactants needed to synthesize it. The reactants are: [CH3:1][N:2]([CH3:16])[C:3]1[CH:12]=[C:11]2[C:6]([C:7]([C:14]#[CH:15])=[CH:8][C:9](=[O:13])[O:10]2)=[CH:5][CH:4]=1.[OH:17]S(O)(=O)=O.C([O-])(O)=O.[Na+]. (3) The reactants are: [Cl:1][C:2]1[CH:3]=[C:4]([S:9][C:10]2[C:11]([C:20]([O:22][CH2:23][CH3:24])=[O:21])=[N:12][N:13]([CH2:17][CH2:18][OH:19])[C:14]=2[CH2:15][CH3:16])[CH:5]=[C:6]([Cl:8])[CH:7]=1.N1C=CN=C1.[C:30]([Si:34]([CH3:37])([CH3:36])Cl)([CH3:33])([CH3:32])[CH3:31]. Given the product [Si:34]([O:19][CH2:18][CH2:17][N:13]1[C:14]([CH2:15][CH3:16])=[C:10]([S:9][C:4]2[CH:3]=[C:2]([Cl:1])[CH:7]=[C:6]([Cl:8])[CH:5]=2)[C:11]([C:20]([O:22][CH2:23][CH3:24])=[O:21])=[N:12]1)([C:30]([CH3:33])([CH3:32])[CH3:31])([CH3:37])[CH3:36], predict the reactants needed to synthesize it. (4) Given the product [Br:1][C:2]1[CH:3]=[CH:4][C:5]([S:8]([C:23]([CH3:24])([CH:16]([CH3:17])[CH3:15])[CH3:25])(=[O:9])=[O:10])=[CH:6][CH:7]=1, predict the reactants needed to synthesize it. The reactants are: [Br:1][C:2]1[CH:7]=[CH:6][C:5]([S:8](C(C)C)(=[O:10])=[O:9])=[CH:4][CH:3]=1.[Li+].[CH3:15][CH:16]([N-]C(C)C)[CH3:17].I[CH2:23][CH3:24].[CH2:25]1COCC1. (5) Given the product [Cl:19][C:20]1[N:21]=[CH:22][C:23]([CH2:26][N:6]2[C:7]([CH3:11])=[CH:8][C:9](=[O:10])[N:4]3[N:3]=[C:2]([Cl:1])[CH:12]=[C:5]23)=[CH:24][CH:25]=1, predict the reactants needed to synthesize it. The reactants are: [Cl:1][C:2]1[CH:12]=[C:5]2[N:6]=[C:7]([CH3:11])[CH:8]=[C:9]([OH:10])[N:4]2[N:3]=1.C(=O)([O-])[O-].[K+].[K+].[Cl:19][C:20]1[CH:25]=[CH:24][C:23]([CH2:26]Cl)=[CH:22][N:21]=1.O. (6) Given the product [CH3:1][CH:2]1[CH2:7][CH:6]([OH:8])[CH2:5][CH:4]([CH3:9])[O:3]1, predict the reactants needed to synthesize it. The reactants are: [CH3:1][CH:2]1[CH2:7][C:6](=[O:8])[CH2:5][CH:4]([CH3:9])[O:3]1.C(O[BH-](OC(=O)C)OC(=O)C)(=O)C.[Na+].C(O)(=O)C. (7) The reactants are: [F:1][C:2]([F:15])([F:14])[S:3]([O:6]S(C(F)(F)F)(=O)=O)(=[O:5])=[O:4].[CH2:16]([O:23][C:24]1[CH:39]=[C:38](O)[CH:37]=[CH:36][C:25]=1[C:26]([O:28][CH2:29][C:30]1[CH:35]=[CH:34][CH:33]=[CH:32][CH:31]=1)=[O:27])[C:17]1[CH:22]=[CH:21][CH:20]=[CH:19][CH:18]=1.N1C=CC=CC=1.Cl. Given the product [CH2:16]([O:23][C:24]1[CH:39]=[C:38]([O:6][S:3]([C:2]([F:15])([F:14])[F:1])(=[O:5])=[O:4])[CH:37]=[CH:36][C:25]=1[C:26]([O:28][CH2:29][C:30]1[CH:31]=[CH:32][CH:33]=[CH:34][CH:35]=1)=[O:27])[C:17]1[CH:18]=[CH:19][CH:20]=[CH:21][CH:22]=1, predict the reactants needed to synthesize it. (8) Given the product [C:1]([O:5][C:6]([N:8]1[CH2:12][CH2:11][CH2:10][C@@H:9]1[CH2:13][O:14][C:15]1[CH:20]=[CH:19][C:18]([O:21][C:29]2[O:30][C:31]3[CH:37]=[CH:36][CH:35]=[CH:34][C:32]=3[N:33]=2)=[CH:17][CH:16]=1)=[O:7])([CH3:4])([CH3:2])[CH3:3], predict the reactants needed to synthesize it. The reactants are: [C:1]([O:5][C:6]([N:8]1[CH2:12][CH2:11][CH2:10][CH:9]1[CH2:13][O:14][C:15]1[CH:20]=[CH:19][C:18]([OH:21])=[CH:17][CH:16]=1)=[O:7])([CH3:4])([CH3:3])[CH3:2].C([O-])([O-])=O.[Cs+].[Cs+].Cl[C:29]1[O:30][C:31]2[CH:37]=[CH:36][CH:35]=[CH:34][C:32]=2[N:33]=1.